From a dataset of Experimentally validated miRNA-target interactions with 360,000+ pairs, plus equal number of negative samples. Binary Classification. Given a miRNA mature sequence and a target amino acid sequence, predict their likelihood of interaction. (1) The miRNA is hsa-miR-4673 with sequence UCCAGGCAGGAGCCGGACUGGA. The protein sequence of the target gene is MKDRLQELKQRTKEIELSRDSHVSTTETEEQGVFLQQAVIYEREPVAERHLHEIQKLQESINNLADNVQKFGQQQKSLVASMRRFSLLKRESTITKEIKIQAEYINRSLNDLVKEVKKSEVENGPSSVVTRILKSQHAAMFRHFQQIMFIYNDTIAAKQEKCKTFILRQLEVAGKEMSEEDVNDMLHQGKWEVFNESLLTEINITKAQLSEIEQRHKELVNLENQIKDLRDLFIQISLLVEEQGESINNIEMTVNSTKEYVNNTKEKFGLAVKYKKRNPCRVLCCWCCPCCSSK. Result: 0 (no interaction). (2) The miRNA is hsa-miR-3164 with sequence UGUGACUUUAAGGGAAAUGGCG. The protein sequence of the target gene is MEIGWMHNRRQRQVLVFFVLLSLSGAGAELGSYSVVEETERGSFVANLGKDLGLGLTEMSTRKARIISQGNKQHLQLKAQTGDLLINEKLDREELCGPTEPCILHFQVLMENPLEIFQAELRVIDINDHSPMFTEKEMILKIPENSPLGTEFPLNHALDLDVGSNNVQNYKISPSSHFRVLIHEFRDGRKYPELVLDKELDREEEPQLRLTLTALDGGSPPRSGTAQVRIEVVDINDNAPEFEQPIYKVQIPENSPLGSLVATVSARDLDGGANGKISYTLFQPSEDISKTLEVNPMTGE.... Result: 0 (no interaction). (3) The miRNA is hsa-miR-193b-3p with sequence AACUGGCCCUCAAAGUCCCGCU. The protein sequence of the target gene is MNSKGQYPTQPTYPVQPPGNPVYPQTLHLPQAPPYTDAPPAYSELYRPSFVHPGAATVPTMSAAFPGASLYLPMAQSVAVGPLGSTIPMAYYPVGPIYPPGSTVLVEGGYDAGARFGAGATAGNIPPPPPGCPPNAAQLAVMQGANVLVTQRKGNFFMGGSDGGYTIW. Result: 1 (interaction).